Dataset: Peptide-MHC class II binding affinity with 134,281 pairs from IEDB. Task: Regression. Given a peptide amino acid sequence and an MHC pseudo amino acid sequence, predict their binding affinity value. This is MHC class II binding data. (1) The peptide sequence is VQDAATYAVTTFSNV. The MHC is DRB1_1101 with pseudo-sequence DRB1_1101. The binding affinity (normalized) is 0.264. (2) The peptide sequence is VLNIKYTRPGDSLAE. The MHC is DRB1_0301 with pseudo-sequence DRB1_0301. The binding affinity (normalized) is 0.398. (3) The peptide sequence is QGSVQPQQLPQFEEIRNLAL. The MHC is DRB4_0101 with pseudo-sequence DRB4_0103. The binding affinity (normalized) is 0.399. (4) The peptide sequence is IGMTNRATWASHIHL. The MHC is DRB1_1101 with pseudo-sequence DRB1_1101. The binding affinity (normalized) is 0.549. (5) The peptide sequence is WKSDMSKLLNLKSDL. The MHC is DRB1_0401 with pseudo-sequence DRB1_0401. The binding affinity (normalized) is 0.683. (6) The peptide sequence is VKREACPGTSVIIDG. The MHC is DRB1_0701 with pseudo-sequence DRB1_0701. The binding affinity (normalized) is 0.606. (7) The peptide sequence is PQPQLPYPQ. The MHC is HLA-DQA10501-DQB10201 with pseudo-sequence HLA-DQA10501-DQB10201. The binding affinity (normalized) is 0. (8) The peptide sequence is SADFPQFKPEEITGI. The MHC is DRB1_0901 with pseudo-sequence DRB1_0901. The binding affinity (normalized) is 0.268. (9) The peptide sequence is IPKGDFLTGPLNFTG. The MHC is DRB1_1201 with pseudo-sequence DRB1_1201. The binding affinity (normalized) is 0.121. (10) The peptide sequence is IAYQEDEFFECFKYL. The MHC is DRB1_0405 with pseudo-sequence DRB1_0405. The binding affinity (normalized) is 0.387.